This data is from Catalyst prediction with 721,799 reactions and 888 catalyst types from USPTO. The task is: Predict which catalyst facilitates the given reaction. (1) Reactant: [OH:1][CH2:2][CH2:3][CH2:4][C:5]1[CH:14]=[C:13]2[C:8]([CH:9]=[CH:10][C:11](=[O:15])[O:12]2)=[CH:7][CH:6]=1.C([O-])(=O)C.[Na+].[Br:21]Br. Product: [Br:21][C:10]1[C:11](=[O:15])[O:12][C:13]2[C:8]([CH:9]=1)=[CH:7][CH:6]=[C:5]([CH2:4][CH2:3][CH2:2][OH:1])[CH:14]=2. The catalyst class is: 52. (2) Product: [C:1]([N:4]([C:35]1[CH:36]=[CH:37][C:38]([Cl:41])=[CH:39][CH:40]=1)[C@H:5]1[C:14]2[C:9](=[CH:10][CH:11]=[CH:12][CH:13]=2)[N:8]([C:15]([C:17]2[CH:18]=[CH:19][C:20]([F:33])=[C:21]([CH:32]=2)[O:22][CH2:23][CH2:24][C:25]([CH3:31])([CH3:30])[C:26]([OH:28])=[O:27])=[O:16])[C@@H:7]([CH3:34])[CH2:6]1)(=[O:3])[CH3:2]. The catalyst class is: 92. Reactant: [C:1]([N:4]([C:35]1[CH:40]=[CH:39][C:38]([Cl:41])=[CH:37][CH:36]=1)[C@H:5]1[C:14]2[C:9](=[CH:10][CH:11]=[CH:12][CH:13]=2)[N:8]([C:15]([C:17]2[CH:18]=[CH:19][C:20]([F:33])=[C:21]([CH:32]=2)[O:22][CH2:23][CH2:24][C:25]([CH3:31])([CH3:30])[C:26]([O:28]C)=[O:27])=[O:16])[C@@H:7]([CH3:34])[CH2:6]1)(=[O:3])[CH3:2].[Li+].[OH-]. (3) Reactant: Br[C:2]1[CH:7]=[CH:6][C:5]([O:8][CH3:9])=[C:4]([N+:10]([O-:12])=[O:11])[CH:3]=1.Cl.[CH3:14][NH:15][CH:16]1[CH2:21][CH2:20][O:19][CH2:18][CH2:17]1.C1(P(C2CCCCC2)C2C=CC=CC=2C2C=CC=CC=2)CCCCC1.C(=O)([O-])[O-].[Cs+].[Cs+]. Product: [CH3:9][O:8][C:5]1[CH:6]=[CH:7][C:2]([N:15]([CH3:14])[CH:16]2[CH2:21][CH2:20][O:19][CH2:18][CH2:17]2)=[CH:3][C:4]=1[N+:10]([O-:12])=[O:11]. The catalyst class is: 160. (4) Reactant: [Cl:1][C:2]1[CH:7]=[CH:6][CH:5]=[C:4]([Cl:8])[C:3]=1[C:9]1[C:13]([CH2:14][O:15][C:16]2[CH:21]=[CH:20][C:19]([C:22]3[CH:31]=[C:30]4[C:25]([CH:26]=[CH:27][CH:28]=[C:29]4[C:32]([O:34]C)=[O:33])=[CH:24][CH:23]=3)=[CH:18][CH:17]=2)=[C:12]([CH:36]([CH3:38])[CH3:37])[O:11][N:10]=1.CO.[OH-].[Na+]. Product: [Cl:8][C:4]1[CH:5]=[CH:6][CH:7]=[C:2]([Cl:1])[C:3]=1[C:9]1[C:13]([CH2:14][O:15][C:16]2[CH:21]=[CH:20][C:19]([C:22]3[CH:31]=[C:30]4[C:25]([CH:26]=[CH:27][CH:28]=[C:29]4[C:32]([OH:34])=[O:33])=[CH:24][CH:23]=3)=[CH:18][CH:17]=2)=[C:12]([CH:36]([CH3:38])[CH3:37])[O:11][N:10]=1. The catalyst class is: 1. (5) Reactant: [Cl:1][C:2]1[CH:19]=[C:18]([Cl:20])[CH:17]=[CH:16][C:3]=1[CH2:4][N:5]([CH3:15])[CH2:6][C:7]([C:9]1[CH:14]=[CH:13][CH:12]=[CH:11][CH:10]=1)=[O:8].[BH4-].[Na+]. Product: [Cl:1][C:2]1[CH:19]=[C:18]([Cl:20])[CH:17]=[CH:16][C:3]=1[CH2:4][N:5]([CH3:15])[CH2:6][CH:7]([C:9]1[CH:14]=[CH:13][CH:12]=[CH:11][CH:10]=1)[OH:8]. The catalyst class is: 5. (6) Reactant: [C:1]([C:3]1[C:4]([CH3:34])=[C:5]([C:9]2[CH:17]=[CH:16][C:15]([F:18])=[C:14]3[C:10]=2[CH2:11][CH2:12][C@H:13]3[O:19][C:20]2[CH:33]=[CH:32][C:23]3[C@H:24]([CH2:27][C:28]([O:30]C)=[O:29])[CH2:25][O:26][C:22]=3[CH:21]=2)[CH:6]=[CH:7][CH:8]=1)#[N:2]. Product: [C:1]([C:3]1[C:4]([CH3:34])=[C:5]([C:9]2[CH:17]=[CH:16][C:15]([F:18])=[C:14]3[C:10]=2[CH2:11][CH2:12][C@H:13]3[O:19][C:20]2[CH:33]=[CH:32][C:23]3[C@H:24]([CH2:27][C:28]([OH:30])=[O:29])[CH2:25][O:26][C:22]=3[CH:21]=2)[CH:6]=[CH:7][CH:8]=1)#[N:2]. The catalyst class is: 670. (7) The catalyst class is: 1. Reactant: [C:1]([N:8]1[CH2:13][CH2:12][CH:11]([OH:14])[CH2:10][CH2:9]1)([O:3][C:4]([CH3:7])([CH3:6])[CH3:5])=[O:2].OC1CCNCC1.C([O-])(C)(C)C.[K+].F[C:29]1[CH:34]=[CH:33][C:32]([N+:35]([O-:37])=[O:36])=[CH:31][CH:30]=1. Product: [N+:35]([C:32]1[CH:33]=[CH:34][C:29]([O:14][CH:11]2[CH2:12][CH2:13][N:8]([C:1]([O:3][C:4]([CH3:7])([CH3:6])[CH3:5])=[O:2])[CH2:9][CH2:10]2)=[CH:30][CH:31]=1)([O-:37])=[O:36].